Predict which catalyst facilitates the given reaction. From a dataset of Catalyst prediction with 721,799 reactions and 888 catalyst types from USPTO. (1) Reactant: [Br:1][C:2]1[C:3]([O:15][CH3:16])=[N:4][C:5]([C:11]([F:14])([F:13])[F:12])=[C:6]([Br:10])[C:7]=1[CH2:8][OH:9].[H-].[Na+].[Si:19](Cl)([C:22]([CH3:25])([CH3:24])[CH3:23])([CH3:21])[CH3:20]. Product: [Si:19]([O:9][CH2:8][C:7]1[C:6]([Br:10])=[C:5]([C:11]([F:14])([F:13])[F:12])[N:4]=[C:3]([O:15][CH3:16])[C:2]=1[Br:1])([C:22]([CH3:25])([CH3:24])[CH3:23])([CH3:21])[CH3:20]. The catalyst class is: 7. (2) Reactant: [Br:1][C:2]1[C:3]([Cl:10])=[C:4]([CH3:9])[C:5]([F:8])=[CH:6][CH:7]=1.[Br:11]N1C(=O)CCC1=O.C(OOC(=O)C1C=CC=CC=1)(=O)C1C=CC=CC=1. Product: [Br:1][C:2]1[CH:7]=[CH:6][C:5]([F:8])=[C:4]([CH2:9][Br:11])[C:3]=1[Cl:10]. The catalyst class is: 53. (3) Reactant: [C:1]([NH:4][C:5]1[C:14](=[O:15])[C:13]2[N:12]=[C:11]([CH:16]=O)[CH:10]=[CH:9][C:8]=2[C:7](=[O:18])[CH:6]=1)(=[O:3])[CH3:2].CN(C[CH2:23][O:24][C:25](=[O:39])[C@H:26]([CH:28](C)[C:29]1[C:37]2[C:32](=[CH:33][CH:34]=[CH:35][CH:36]=2)[NH:31][CH:30]=1)[NH2:27])C. Product: [CH3:2][C:1]([NH:4][C:5]1[C:14](=[O:15])[C:13]2[N:12]=[C:11]([C:16]3[N:27]=[C:26]([C:25]([O:24][CH3:23])=[O:39])[CH:28]=[C:29]4[C:37]5[CH:36]=[CH:35][CH:34]=[CH:33][C:32]=5[NH:31][C:30]=34)[CH:10]=[CH:9][C:8]=2[C:7](=[O:18])[CH:6]=1)=[O:3]. The catalyst class is: 520. (4) Reactant: [I:1][C:2]1[CH:7]=[CH:6][C:5]([CH:8]([C:16]2[C:21]([C:22]([F:25])([F:24])[F:23])=[CH:20][CH:19]=[CH:18][N:17]=2)[NH:9]S(C(C)(C)C)=O)=[CH:4][CH:3]=1.Cl. Product: [I:1][C:2]1[CH:3]=[CH:4][C:5]([CH:8]([C:16]2[C:21]([C:22]([F:25])([F:23])[F:24])=[CH:20][CH:19]=[CH:18][N:17]=2)[NH2:9])=[CH:6][CH:7]=1. The catalyst class is: 5.